This data is from Peptide-MHC class I binding affinity with 185,985 pairs from IEDB/IMGT. The task is: Regression. Given a peptide amino acid sequence and an MHC pseudo amino acid sequence, predict their binding affinity value. This is MHC class I binding data. (1) The MHC is HLA-A68:02 with pseudo-sequence HLA-A68:02. The peptide sequence is NQLLIAILL. The binding affinity (normalized) is 0.174. (2) The peptide sequence is LEGYAFEHIV. The MHC is HLA-B18:01 with pseudo-sequence HLA-B18:01. The binding affinity (normalized) is 0.351. (3) The peptide sequence is PTDYMSSKL. The MHC is HLA-A01:01 with pseudo-sequence HLA-A01:01. The binding affinity (normalized) is 0.154. (4) The peptide sequence is AYDHGNVIL. The MHC is HLA-A02:16 with pseudo-sequence HLA-A02:16. The binding affinity (normalized) is 0.0847. (5) The peptide sequence is LTALGNHIYNR. The MHC is Mamu-A02 with pseudo-sequence Mamu-A02. The binding affinity (normalized) is 0.406.